This data is from Reaction yield outcomes from USPTO patents with 853,638 reactions. The task is: Predict the reaction yield, written as a fraction of the theoretical maximum amount of product (1.0 means a 100% yield; for example, 0.34 means a 34% yield). (1) The yield is 0.660. No catalyst specified. The product is [F:1][C:2]1[CH:8]=[CH:7][C:6]([F:9])=[CH:5][C:3]=1[NH:4][CH:12]([C:14]1[CH:15]=[C:16]([C:31]([N:33]([CH3:35])[CH3:34])=[O:32])[CH:17]=[C:18]2[C:23]=1[O:22][C:21]([N:24]1[CH2:29][CH2:28][O:27][CH2:26][CH2:25]1)=[CH:20][C:19]2=[O:30])[CH3:13]. The reactants are [F:1][C:2]1[CH:8]=[CH:7][C:6]([F:9])=[CH:5][C:3]=1[NH2:4].Br.Br[CH:12]([C:14]1[CH:15]=[C:16]([C:31]([N:33]([CH3:35])[CH3:34])=[O:32])[CH:17]=[C:18]2[C:23]=1[O:22][C:21]([N:24]1[CH2:29][CH2:28][O:27][CH2:26][CH2:25]1)=[CH:20][C:19]2=[O:30])[CH3:13]. (2) The reactants are [Br:1][C:2]1[CH:7]=[CH:6][C:5]([C@@H:8]([N:10]2[CH2:15][CH2:14][C:13]([CH2:19][CH2:20][CH2:21][OH:22])([CH:16]([CH3:18])[CH3:17])[O:12][C:11]2=[O:23])[CH3:9])=[CH:4][CH:3]=1.CC(C)=[O:26].OS(O)(=O)=O.O=[Cr](=O)=O. The catalyst is CC(C)=O. The product is [Br:1][C:2]1[CH:7]=[CH:6][C:5]([C@@H:8]([N:10]2[CH2:15][CH2:14][C:13]([CH2:19][CH2:20][C:21]([OH:26])=[O:22])([CH:16]([CH3:17])[CH3:18])[O:12][C:11]2=[O:23])[CH3:9])=[CH:4][CH:3]=1. The yield is 0.950. (3) The reactants are [F:1][C:2]([F:14])([F:13])[C:3]1[CH:8]=[CH:7][C:6]([S:9](Cl)(=[O:11])=[O:10])=[CH:5][CH:4]=1.[CH:15](=[O:23])[C:16]1[C:17](=[CH:19][CH:20]=[CH:21][CH:22]=1)[OH:18].O.C(OCC)(=O)C. The product is [F:1][C:2]([F:14])([F:13])[C:3]1[CH:8]=[CH:7][C:6]([S:9]([O:18][C:17]2[CH:19]=[CH:20][CH:21]=[CH:22][C:16]=2[CH:15]=[O:23])(=[O:11])=[O:10])=[CH:5][CH:4]=1. The catalyst is N1C=CC=CC=1. The yield is 0.520. (4) The reactants are [CH:1]1([S:4]([C:7]2[CH:12]=[CH:11][C:10]([CH:13]([C:21]3[NH:25][C:24]([C:26]4[N:31]=[CH:30][C:29]([C:32](O)=[O:33])=[CH:28][CH:27]=4)=[CH:23][CH:22]=3)[CH2:14][CH:15]3[CH2:20][CH2:19][O:18][CH2:17][CH2:16]3)=[CH:9][CH:8]=2)(=[O:6])=[O:5])[CH2:3][CH2:2]1.[NH:35]1[CH2:40][CH2:39][O:38][CH2:37][CH2:36]1.Cl.CN(C)CCCN=C=NCC.ON1C2C=CC=CC=2N=N1. The catalyst is CN(C)C=O.O.C(N(CC)CC)C. The product is [N:35]1([C:32]([C:29]2[CH:28]=[CH:27][C:26]([C:24]3[NH:25][C:21]([CH:13]([C:10]4[CH:11]=[CH:12][C:7]([S:4]([CH:1]5[CH2:2][CH2:3]5)(=[O:5])=[O:6])=[CH:8][CH:9]=4)[CH2:14][CH:15]4[CH2:16][CH2:17][O:18][CH2:19][CH2:20]4)=[CH:22][CH:23]=3)=[N:31][CH:30]=2)=[O:33])[CH2:40][CH2:39][O:38][CH2:37][CH2:36]1. The yield is 0.600. (5) The reactants are [CH3:1][C:2]1[O:6][N:5]=[C:4]([C:7]2[CH:12]=[CH:11][CH:10]=[CH:9][CH:8]=2)[C:3]=1[CH2:13][OH:14].[H-].[Na+].Cl[C:18]1[N:19]=[N:20][C:21]([N:24]2[C:28]([CH3:29])=[CH:27][C:26]([CH3:30])=[N:25]2)=[CH:22][CH:23]=1. The catalyst is CN(C=O)C. The product is [CH3:30][C:26]1[CH:27]=[C:28]([CH3:29])[N:24]([C:21]2[N:20]=[N:19][C:18]([O:14][CH2:13][C:3]3[C:4]([C:7]4[CH:12]=[CH:11][CH:10]=[CH:9][CH:8]=4)=[N:5][O:6][C:2]=3[CH3:1])=[CH:23][CH:22]=2)[N:25]=1. The yield is 0.0300. (6) The reactants are [OH-].[Li+].[CH3:3][N:4]([C:13]1[CH:14]=[C:15]([C:19]2[CH:20]=[N:21][C:22]([CH2:25][CH2:26][C:27]([O:29]C)=[O:28])=[N:23][CH:24]=2)[CH:16]=[CH:17][CH:18]=1)[C:5]([NH:7][CH2:8][CH2:9][CH2:10][CH2:11][CH3:12])=[O:6].O. The catalyst is O1CCCC1. The product is [CH3:3][N:4]([C:13]1[CH:14]=[C:15]([C:19]2[CH:20]=[N:21][C:22]([CH2:25][CH2:26][C:27]([OH:29])=[O:28])=[N:23][CH:24]=2)[CH:16]=[CH:17][CH:18]=1)[C:5]([NH:7][CH2:8][CH2:9][CH2:10][CH2:11][CH3:12])=[O:6]. The yield is 0.480. (7) The product is [N+:10]([C:8]1[CH:7]=[CH:6][C:5]2[O:1][CH2:2][CH2:3][C:4]=2[CH:9]=1)([O-:12])=[O:11]. The reactants are [O:1]1[C:5]2[CH:6]=[CH:7][CH:8]=[CH:9][C:4]=2[CH2:3][CH2:2]1.[N+:10]([O-])([OH:12])=[O:11]. The catalyst is C(O)(=O)C.ClCCl. The yield is 0.290. (8) The catalyst is CN(C=O)C. The yield is 0.210. The reactants are [CH:1]1([CH2:4][C:5](=O)/[C:6](/[C:11]2[CH:16]=[CH:15][N:14]=[C:13]([S:17][CH3:18])[N:12]=2)=[CH:7]\N(C)C)[CH2:3][CH2:2]1.[OH:20][C:21]([CH3:28])([CH3:27])[CH2:22][NH:23][C:24]([NH2:26])=[NH:25].C(=O)([O-])[O-].[K+].[K+]. The product is [CH:1]1([CH2:4][C:5]2[C:6]([C:11]3[CH:16]=[CH:15][N:14]=[C:13]([S:17][CH3:18])[N:12]=3)=[CH:7][N:26]=[C:24]([NH:23][CH2:22][C:21]([CH3:28])([OH:20])[CH3:27])[N:25]=2)[CH2:2][CH2:3]1. (9) The reactants are [C-:1]#[N:2].[K+].Cl[CH2:5][CH2:6][C:7]1[CH:8]=[C:9]2[C:13](=[CH:14][CH:15]=1)[NH:12][C:11](=[O:16])[CH2:10]2. The product is [C:1]([CH2:5][CH2:6][C:7]1[CH:8]=[C:9]2[C:13](=[CH:14][CH:15]=1)[NH:12][C:11](=[O:16])[CH2:10]2)#[N:2]. The yield is 0.420. The catalyst is CS(C)=O.